Dataset: NCI-60 drug combinations with 297,098 pairs across 59 cell lines. Task: Regression. Given two drug SMILES strings and cell line genomic features, predict the synergy score measuring deviation from expected non-interaction effect. (1) Drug 1: C1=NC2=C(N=C(N=C2N1C3C(C(C(O3)CO)O)F)Cl)N. Drug 2: CC1CCC2CC(C(=CC=CC=CC(CC(C(=O)C(C(C(=CC(C(=O)CC(OC(=O)C3CCCCN3C(=O)C(=O)C1(O2)O)C(C)CC4CCC(C(C4)OC)OCCO)C)C)O)OC)C)C)C)OC. Cell line: MCF7. Synergy scores: CSS=3.44, Synergy_ZIP=-1.35, Synergy_Bliss=0.966, Synergy_Loewe=1.85, Synergy_HSA=1.83. (2) Drug 1: CC1=C(C=C(C=C1)NC2=NC=CC(=N2)N(C)C3=CC4=NN(C(=C4C=C3)C)C)S(=O)(=O)N.Cl. Drug 2: C1=CC=C(C(=C1)C(C2=CC=C(C=C2)Cl)C(Cl)Cl)Cl. Cell line: SK-MEL-5. Synergy scores: CSS=-5.20, Synergy_ZIP=0.384, Synergy_Bliss=-0.606, Synergy_Loewe=-3.12, Synergy_HSA=-2.87. (3) Drug 1: C1CC(=O)NC(=O)C1N2CC3=C(C2=O)C=CC=C3N. Drug 2: B(C(CC(C)C)NC(=O)C(CC1=CC=CC=C1)NC(=O)C2=NC=CN=C2)(O)O. Cell line: SK-MEL-5. Synergy scores: CSS=0.835, Synergy_ZIP=3.14, Synergy_Bliss=3.81, Synergy_Loewe=0.583, Synergy_HSA=0.364. (4) Drug 1: C1=CC(=CC=C1CCC2=CNC3=C2C(=O)NC(=N3)N)C(=O)NC(CCC(=O)O)C(=O)O. Drug 2: C1CC(C1)(C(=O)O)C(=O)O.[NH2-].[NH2-].[Pt+2]. Cell line: RPMI-8226. Synergy scores: CSS=56.5, Synergy_ZIP=-2.77, Synergy_Bliss=-4.22, Synergy_Loewe=-0.433, Synergy_HSA=2.01. (5) Synergy scores: CSS=20.5, Synergy_ZIP=-7.68, Synergy_Bliss=0.816, Synergy_Loewe=-7.45, Synergy_HSA=2.70. Cell line: HOP-92. Drug 2: C1=NC2=C(N=C(N=C2N1C3C(C(C(O3)CO)O)O)F)N. Drug 1: CCC1(CC2CC(C3=C(CCN(C2)C1)C4=CC=CC=C4N3)(C5=C(C=C6C(=C5)C78CCN9C7C(C=CC9)(C(C(C8N6C=O)(C(=O)OC)O)OC(=O)C)CC)OC)C(=O)OC)O.OS(=O)(=O)O.